From a dataset of Reaction yield outcomes from USPTO patents with 853,638 reactions. Predict the reaction yield, written as a fraction of the theoretical maximum amount of product (1.0 means a 100% yield; for example, 0.34 means a 34% yield). The reactants are [CH3:1][N:2]1[CH:7]2[CH2:8][CH2:9][CH:3]1[CH2:4][CH:5]([NH:10][C:11]([C:13]1[C:21]3[C:16](=[CH:17][CH:18]=[C:19](Br)[CH:20]=3)[NH:15][N:14]=1)=[O:12])[CH2:6]2.[O:23]1[CH:27]=[CH:26][C:25](B(O)O)=[CH:24]1.F[B-](F)(F)F.C(P(C(C)(C)C)C(C)(C)C)(C)(C)C.C(=O)([O-])[O-].[K+].[K+]. The catalyst is C1C=CC(/C=C/C(/C=C/C2C=CC=CC=2)=O)=CC=1.C1C=CC(/C=C/C(/C=C/C2C=CC=CC=2)=O)=CC=1.C1C=CC(/C=C/C(/C=C/C2C=CC=CC=2)=O)=CC=1.[Pd].[Pd]. The product is [O:23]1[CH:27]=[CH:26][C:25]([C:19]2[CH:20]=[C:21]3[C:16](=[CH:17][CH:18]=2)[NH:15][N:14]=[C:13]3[C:11]([NH:10][CH:5]2[CH2:4][CH:3]3[N:2]([CH3:1])[CH:7]([CH2:8][CH2:9]3)[CH2:6]2)=[O:12])=[CH:24]1. The yield is 0.0400.